This data is from Reaction yield outcomes from USPTO patents with 853,638 reactions. The task is: Predict the reaction yield, written as a fraction of the theoretical maximum amount of product (1.0 means a 100% yield; for example, 0.34 means a 34% yield). (1) The reactants are [Cl:1][C:2]1[N:7]=[C:6]([CH2:8][CH2:9][OH:10])[CH:5]=[CH:4][CH:3]=1.O[C:12]1[CH:13]=[C:14]2[C:18](=[CH:19][CH:20]=1)[C@H:17]([CH2:21][C:22]([O:24][CH2:25][CH3:26])=[O:23])[CH2:16][CH2:15]2.C1C=CC(P(C2C=CC=CC=2)C2C=CC=CC=2)=CC=1.CC(OC(/N=N/C(OC(C)C)=O)=O)C. The catalyst is C1COCC1. The product is [Cl:1][C:2]1[N:7]=[C:6]([CH2:8][CH2:9][O:10][C:12]2[CH:13]=[C:14]3[C:18](=[CH:19][CH:20]=2)[C@H:17]([CH2:21][C:22]([O:24][CH2:25][CH3:26])=[O:23])[CH2:16][CH2:15]3)[CH:5]=[CH:4][CH:3]=1. The yield is 0.300. (2) The reactants are [F:1][C:2]1([F:18])[C:11]2([CH3:12])[CH:3]1[CH2:4][C:5]1[C:6]([C:13]([O:15][CH2:16][CH3:17])=[O:14])=[N:7][NH:8][C:9]=1[CH2:10]2.[Br:19][C:20]1[CH:21]=[C:22](B(O)O)[CH:23]=[CH:24][CH:25]=1. No catalyst specified. The product is [Br:19][C:20]1[CH:25]=[C:24]([N:8]2[C:9]3[CH2:10][C:11]4([CH3:12])[C:2]([F:1])([F:18])[CH:3]4[CH2:4][C:5]=3[C:6]([C:13]([O:15][CH2:16][CH3:17])=[O:14])=[N:7]2)[CH:23]=[CH:22][CH:21]=1. The yield is 0.300.